From a dataset of Full USPTO retrosynthesis dataset with 1.9M reactions from patents (1976-2016). Predict the reactants needed to synthesize the given product. (1) The reactants are: [CH2:1]([O:3][C:4]1[CH:9]=[C:8]([F:10])[CH:7]=[CH:6][C:5]=1[C:11]([F:16])([F:15])[C:12]([OH:14])=O)[CH3:2].P(Cl)(Cl)(Cl)=O.Cl.[NH2:23][CH2:24][C:25]1[CH:26]=[C:27]2[C:31](=[CH:32][CH:33]=1)[C:30](=[O:34])[N:29]([CH:35]1[CH2:40][CH2:39][C:38](=[O:41])[NH:37][C:36]1=[O:42])[CH2:28]2.C(=O)(O)[O-].[Na+]. Given the product [O:42]=[C:36]1[CH:35]([N:29]2[CH2:28][C:27]3[C:31](=[CH:32][CH:33]=[C:25]([CH2:24][NH:23][C:12](=[O:14])[C:11]([C:5]4[CH:6]=[CH:7][C:8]([F:10])=[CH:9][C:4]=4[O:3][CH2:1][CH3:2])([F:16])[F:15])[CH:26]=3)[C:30]2=[O:34])[CH2:40][CH2:39][C:38](=[O:41])[NH:37]1, predict the reactants needed to synthesize it. (2) Given the product [F:1][C:2]1[CH:7]=[CH:6][C:5]([O:8][CH2:25][C:22]([OH:23])([CH3:24])[C:20]([NH:19][C:11]2[CH:12]=[CH:13][CH:14]=[C:15]([N+:16]([O-:18])=[O:17])[C:10]=2[CH3:9])=[O:21])=[CH:4][CH:3]=1, predict the reactants needed to synthesize it. The reactants are: [F:1][C:2]1[CH:7]=[CH:6][C:5]([OH:8])=[CH:4][CH:3]=1.[CH3:9][C:10]1[C:15]([N+:16]([O-:18])=[O:17])=[CH:14][CH:13]=[CH:12][C:11]=1[NH:19][C:20]([C:22]1([CH3:25])[CH2:24][O:23]1)=[O:21]. (3) Given the product [OH:22][C:19]([C:16]1[CH:17]=[CH:18][C:13]([C:12]([NH:11][C:9]2[S:8][C:6]3[C:5]([N:10]=2)=[CH:4][CH:3]=[C:2]([C:32]2[CH:37]=[CH:36][N:35]=[CH:34][CH:33]=2)[N:7]=3)=[O:23])=[CH:14][CH:15]=1)([CH3:21])[CH3:20], predict the reactants needed to synthesize it. The reactants are: Br[C:2]1[N:7]=[C:6]2[S:8][C:9]([NH:11][C:12](=[O:23])[C:13]3[CH:18]=[CH:17][C:16]([C:19]([OH:22])([CH3:21])[CH3:20])=[CH:15][CH:14]=3)=[N:10][C:5]2=[CH:4][CH:3]=1.CC1(C)C(C)(C)OB([C:32]2[CH:37]=[CH:36][N:35]=[CH:34][CH:33]=2)O1.